From a dataset of TCR-epitope binding with 47,182 pairs between 192 epitopes and 23,139 TCRs. Binary Classification. Given a T-cell receptor sequence (or CDR3 region) and an epitope sequence, predict whether binding occurs between them. (1) The epitope is RPRGEVRFL. The TCR CDR3 sequence is CASSTQAQETQYF. Result: 0 (the TCR does not bind to the epitope). (2) The epitope is TPRVTGGGAM. The TCR CDR3 sequence is CASSSRDRGPHGQYF. Result: 1 (the TCR binds to the epitope). (3) The epitope is KLNVGDYFV. The TCR CDR3 sequence is CASSEAWTSGKNEQFF. Result: 0 (the TCR does not bind to the epitope). (4) The epitope is IPIQASLPF. The TCR CDR3 sequence is CASSVLPGRNEPFF. Result: 0 (the TCR does not bind to the epitope). (5) The epitope is YVLDHLIVV. The TCR CDR3 sequence is CASSVSLVNEQFF. Result: 0 (the TCR does not bind to the epitope).